Dataset: Full USPTO retrosynthesis dataset with 1.9M reactions from patents (1976-2016). Task: Predict the reactants needed to synthesize the given product. (1) Given the product [CH2:1]([NH:3][C:4]1[C:9]([C:10]([F:24])=[O:11])=[CH:8][N:7]=[C:6]([S:13][CH3:14])[N:5]=1)[CH3:2], predict the reactants needed to synthesize it. The reactants are: [CH2:1]([NH:3][C:4]1[C:9]([C:10](O)=[O:11])=[CH:8][N:7]=[C:6]([S:13][CH3:14])[N:5]=1)[CH3:2].C(N(CC)CC)C.N1C(F)=NC(F)=NC=1[F:24]. (2) Given the product [O-:4][S:2]([C:5]([F:8])([F:7])[F:6])(=[O:3])=[O:1].[Br:9][C:10]1[CH:11]=[C:12]2[C:17](=[CH:18][CH:19]=1)[N+:16]([CH3:20])=[C:15](/[CH:21]=[CH:28]/[C:27]1[CH:26]=[C:25]([CH3:30])[N:24]([C:31]3[CH:36]=[CH:35][CH:34]=[CH:33][CH:32]=3)[C:23]=1[CH3:22])[CH:14]=[CH:13]2, predict the reactants needed to synthesize it. The reactants are: [O-:1][S:2]([C:5]([F:8])([F:7])[F:6])(=[O:4])=[O:3].[Br:9][C:10]1[CH:11]=[C:12]2[C:17](=[CH:18][CH:19]=1)[N+:16]([CH3:20])=[C:15]([CH3:21])[CH:14]=[CH:13]2.[CH3:22][C:23]1[N:24]([C:31]2[CH:36]=[CH:35][CH:34]=[CH:33][CH:32]=2)[C:25]([CH3:30])=[CH:26][C:27]=1[CH:28]=O. (3) Given the product [CH2:23]([N:22]([CH2:25][CH3:26])[CH2:21][CH:20]([OH:27])[CH2:19][NH:18][C:9]([C:5]1[C:4]([C:12]2[CH:17]=[CH:16][CH:15]=[CH:14][CH:13]=2)=[C:3]([CH:1]=[O:2])[NH:7][C:6]=1[CH3:8])=[O:11])[CH3:24], predict the reactants needed to synthesize it. The reactants are: [CH:1]([C:3]1[NH:7][C:6]([CH3:8])=[C:5]([C:9]([OH:11])=O)[C:4]=1[C:12]1[CH:17]=[CH:16][CH:15]=[CH:14][CH:13]=1)=[O:2].[NH2:18][CH2:19][CH:20]([OH:27])[CH2:21][N:22]([CH2:25][CH3:26])[CH2:23][CH3:24].C1C=CC2N(O)N=NC=2C=1.C(=O)(O)[O-].[Na+].[OH-].[Na+]. (4) Given the product [ClH:1].[NH2:30][CH2:29][C:10]1[C:9]([O:8][CH2:7][CH2:6][O:5][CH3:4])=[CH:18][CH:17]=[C:16]2[C:11]=1[CH:12]=[CH:13][C:14](=[C:19]1[C:27]3[C:22](=[CH:23][CH:24]=[CH:25][CH:26]=3)[NH:21][C:20]1=[O:28])[NH:15]2, predict the reactants needed to synthesize it. The reactants are: [ClH:1].NN.[CH3:4][O:5][CH2:6][CH2:7][O:8][C:9]1[C:10]([CH2:29][N:30]2C(=O)C3C(=CC=CC=3)C2=O)=[C:11]2[C:16](=[CH:17][CH:18]=1)[NH:15][C:14](=[C:19]1[C:27]3[C:22](=[CH:23][CH:24]=[CH:25][CH:26]=3)[NH:21][C:20]1=[O:28])[CH:13]=[CH:12]2. (5) The reactants are: [Br-].[CH3:2][C:3]1[CH:29]=[CH:28][C:6]([CH2:7][CH2:8][P+](C2C=CC=CC=2)(C2C=CC=CC=2)C2C=CC=CC=2)=[CH:5][CH:4]=1.[Li]CCCC.[C:35]([C:39]1[CH:44]=[CH:43][C:42]([CH2:45][CH:46]([CH3:49])[CH:47]=O)=[CH:41][CH:40]=1)([CH3:38])([CH3:37])[CH3:36]. Given the product [C:35]([C:39]1[CH:40]=[CH:41][C:42]([CH2:45][CH:46]([CH3:49])[CH:47]=[CH:8][CH2:7][C:6]2[CH:5]=[CH:4][C:3]([CH3:2])=[CH:29][CH:28]=2)=[CH:43][CH:44]=1)([CH3:38])([CH3:37])[CH3:36], predict the reactants needed to synthesize it. (6) Given the product [C:22]([C:3]1[C:2](=[O:1])[CH2:7][CH:6]([C:8]2[S:9][CH:10]=[CH:11][C:12]=2[C:13]2[CH:18]=[CH:17][CH:16]=[C:15]([O:19][CH3:20])[N:14]=2)[CH2:5][C:4]=1[OH:21])(=[O:24])[CH3:23], predict the reactants needed to synthesize it. The reactants are: [OH:1][C:2]1[CH2:7][CH:6]([C:8]2[S:9][CH:10]=[CH:11][C:12]=2[C:13]2[CH:18]=[CH:17][CH:16]=[C:15]([O:19][CH3:20])[N:14]=2)[CH2:5][C:4](=[O:21])[CH:3]=1.[C:22](OC(=O)C)(=[O:24])[CH3:23].CCN(CC)CC.